From a dataset of Peptide-MHC class I binding affinity with 185,985 pairs from IEDB/IMGT. Regression. Given a peptide amino acid sequence and an MHC pseudo amino acid sequence, predict their binding affinity value. This is MHC class I binding data. (1) The peptide sequence is FAISCFLLC. The MHC is HLA-A02:01 with pseudo-sequence HLA-A02:01. The binding affinity (normalized) is 0.333. (2) The MHC is HLA-A02:01 with pseudo-sequence HLA-A02:01. The binding affinity (normalized) is 0. The peptide sequence is AIKNYYRKT. (3) The peptide sequence is RRPVVTAHIE. The MHC is HLA-B27:05 with pseudo-sequence HLA-B27:05. The binding affinity (normalized) is 0.333. (4) The peptide sequence is RRSRQSGDL. The MHC is HLA-B27:05 with pseudo-sequence HLA-B27:05. The binding affinity (normalized) is 0.346. (5) The peptide sequence is VEDERFWDL. The MHC is HLA-B40:01 with pseudo-sequence HLA-B40:01. The binding affinity (normalized) is 0.534. (6) The peptide sequence is TPREAPYEL. The MHC is HLA-B15:01 with pseudo-sequence HLA-B15:01. The binding affinity (normalized) is 0.0847. (7) The peptide sequence is SAKTKISVEK. The MHC is HLA-A33:01 with pseudo-sequence HLA-A33:01. The binding affinity (normalized) is 0.310.